This data is from Full USPTO retrosynthesis dataset with 1.9M reactions from patents (1976-2016). The task is: Predict the reactants needed to synthesize the given product. (1) Given the product [CH:1]1([CH2:4][N:5]2[C:9]([C:10]([NH:12][C:13]3[CH:17]=[C:16]([C:18]([NH:20][CH2:21][CH2:22][CH2:23][N:24]([CH3:26])[CH3:25])=[O:19])[N:15]([CH3:27])[CH:14]=3)=[O:11])=[CH:8][C:7]([NH:28][C:29]([C:31]3[N:32]([CH3:39])[CH:33]=[C:34]([NH:36][CH:40]=[O:42])[CH:35]=3)=[O:30])=[CH:6]2)[CH2:3][CH2:2]1, predict the reactants needed to synthesize it. The reactants are: [CH:1]1([CH2:4][N:5]2[C:9]([C:10]([NH:12][C:13]3[CH:17]=[C:16]([C:18]([NH:20][CH2:21][CH2:22][CH2:23][N:24]([CH3:26])[CH3:25])=[O:19])[N:15]([CH3:27])[CH:14]=3)=[O:11])=[CH:8][C:7]([NH:28][C:29]([C:31]3[N:32]([CH3:39])[CH:33]=[C:34]([N+:36]([O-])=O)[CH:35]=3)=[O:30])=[CH:6]2)[CH2:3][CH2:2]1.[CH2:40]([OH:42])C. (2) Given the product [CH3:19][C:5]1[N:4]([CH2:3][CH2:2][O:1][C:66]2[CH:65]=[CH:64][C:63]([C:62]([F:71])([F:70])[F:61])=[CH:68][N:67]=2)[C:12]2[C:7]([CH:6]=1)=[C:8]([C:15]([F:18])([F:16])[F:17])[C:9]([C:13]#[N:14])=[CH:10][CH:11]=2, predict the reactants needed to synthesize it. The reactants are: [OH:1][CH2:2][CH2:3][N:4]1[C:12]2[C:7](=[C:8]([C:15]([F:18])([F:17])[F:16])[C:9]([C:13]#[N:14])=[CH:10][CH:11]=2)[CH:6]=[C:5]1[CH3:19].C1C=CC(COC(/N=N/C(OCC2C=CC=CC=2)=O)=O)=CC=1.C1C=CC(P(C2C=CC=CC=2)C2C=CC=CC=2)=CC=1.[F:61][C:62]([F:71])([F:70])[C:63]1[CH:64]=[CH:65][C:66](=O)[NH:67][CH:68]=1. (3) Given the product [Cl:11][C:12]1[CH:13]=[C:14]([CH:18]=[CH:19][C:20]=1[Cl:21])[C:15]([NH:10][C:6]1[N:5]=[C:4]2[CH:3]=[CH:2][NH:1][C:9]2=[CH:8][CH:7]=1)=[O:16], predict the reactants needed to synthesize it. The reactants are: [NH:1]1[C:9]2[C:4](=[N:5][C:6]([NH2:10])=[CH:7][CH:8]=2)[CH:3]=[CH:2]1.[Cl:11][C:12]1[CH:13]=[C:14]([CH:18]=[CH:19][C:20]=1[Cl:21])[C:15](Cl)=[O:16].ClCCl.CO. (4) Given the product [Br-:10].[CH2:16]([N+:3]1[C:2]([Cl:1])=[C:6]([Cl:7])[N:5]([C:18]2([CH2:17][CH3:16])[CH:27]=[CH:26][C:25]3[C:20](=[CH:21][CH:22]=[CH:23][CH:24]=3)[CH2:19]2)[CH:4]=1)[CH2:17][CH2:18][CH2:19][CH2:11][CH3:12], predict the reactants needed to synthesize it. The reactants are: [Cl:1][C:2]1[N:3]=[CH:4][NH:5][C:6]=1[Cl:7].[OH-].[K+].[Br:10][CH2:11][CH3:12].[K+].[Br-].Br[CH2:16][CH2:17][C:18]1[CH:27]=[CH:26][C:25]2[C:20](=[CH:21][CH:22]=[CH:23][CH:24]=2)[CH:19]=1. (5) Given the product [C:7]([C:6]1[N:2]([O:1][C:17](=[O:18])[N:16]([CH3:15])[C:20]2[CH:25]=[CH:24][CH:23]=[CH:22][CH:21]=2)[N:3]=[CH:4][CH:5]=1)(=[O:14])[C:8]1[CH:13]=[CH:12][CH:11]=[CH:10][CH:9]=1, predict the reactants needed to synthesize it. The reactants are: [OH:1][N:2]1[C:6]([C:7](=[O:14])[C:8]2[CH:13]=[CH:12][CH:11]=[CH:10][CH:9]=2)=[CH:5][CH:4]=[N:3]1.[CH3:15][N:16]([C:20]1[CH:25]=[CH:24][CH:23]=[CH:22][CH:21]=1)[C:17](Cl)=[O:18]. (6) Given the product [F:1][C:2]1[CH:7]=[C:6]([F:8])[C:5]([F:9])=[CH:4][C:3]=1[C:10]1[CH:11]=[CH:12][C:13]([O:16][CH2:18][C:19]2[C:27]3[O:26][N:25]=[C:24]([O:28][C:29]([C:30]4[CH:35]=[CH:34][CH:33]=[CH:32][CH:31]=4)([C:42]4[CH:43]=[CH:44][CH:45]=[CH:46][CH:47]=4)[C:36]4[CH:41]=[CH:40][CH:39]=[CH:38][CH:37]=4)[C:23]=3[CH:22]=[CH:21][CH:20]=2)=[CH:14][CH:15]=1, predict the reactants needed to synthesize it. The reactants are: [F:1][C:2]1[CH:7]=[C:6]([F:8])[C:5]([F:9])=[CH:4][C:3]=1[C:10]1[CH:15]=[CH:14][C:13]([OH:16])=[CH:12][CH:11]=1.Br[CH2:18][C:19]1[C:27]2[O:26][N:25]=[C:24]([O:28][C:29]([C:42]3[CH:47]=[CH:46][CH:45]=[CH:44][CH:43]=3)([C:36]3[CH:41]=[CH:40][CH:39]=[CH:38][CH:37]=3)[C:30]3[CH:35]=[CH:34][CH:33]=[CH:32][CH:31]=3)[C:23]=2[CH:22]=[CH:21][CH:20]=1.C(=O)([O-])[O-].[K+].[K+]. (7) Given the product [CH3:14][O:10][C:9]([C:7]1[CH:6]=[CH:5][CH:4]=[C:3]([C:2]([F:12])([F:1])[F:13])[N:8]=1)=[O:11], predict the reactants needed to synthesize it. The reactants are: [F:1][C:2]([F:13])([F:12])[C:3]1[N:8]=[C:7]([C:9]([OH:11])=[O:10])[CH:6]=[CH:5][CH:4]=1.[C:14](Cl)(=O)C.